Predict the reactants needed to synthesize the given product. From a dataset of Full USPTO retrosynthesis dataset with 1.9M reactions from patents (1976-2016). (1) The reactants are: [CH2:1]([NH:8][CH2:9][C:10]1[CH:15]=[CH:14][CH:13]=[CH:12][CH:11]=1)[C:2]1[CH:7]=[CH:6][CH:5]=[CH:4][CH:3]=1.C1(N(CCCC)C2CCCCC2)CCCCC1.[O:33]=CCCCC(OC)=O.[C:42]([O:45][CH2:46][CH2:47][CH2:48][CH:49](N(C1CCCCC1)C1CCCCC1)[CH:50]([O:53][CH3:54])[O:51][CH3:52])(=O)C. Given the product [CH2:9]([N:8]([CH2:1][C:2]1[CH:7]=[CH:6][CH:5]=[CH:4][CH:3]=1)[CH:49]([CH:50]([O:53][CH3:54])[O:51][CH3:52])[CH2:48][CH2:47][C:46]([O:45][CH3:42])=[O:33])[C:10]1[CH:15]=[CH:14][CH:13]=[CH:12][CH:11]=1, predict the reactants needed to synthesize it. (2) Given the product [C:1]([CH2:3][NH:4][C:5]([CH:7]1[CH2:12][CH2:11][CH2:10][CH2:9][CH:8]1[NH:13][C:14]([C:16]1[NH:17][C:18]2[C:23]([CH:24]=1)=[CH:22][CH:21]=[C:20]([O:25][CH2:34][CH2:33][N:30]1[CH2:31][CH2:32][N:27]([CH3:26])[CH2:28][CH2:29]1)[CH:19]=2)=[O:15])=[O:6])#[N:2], predict the reactants needed to synthesize it. The reactants are: [C:1]([CH2:3][NH:4][C:5]([CH:7]1[CH2:12][CH2:11][CH2:10][CH2:9][CH:8]1[NH:13][C:14]([C:16]1[NH:17][C:18]2[C:23]([CH:24]=1)=[CH:22][CH:21]=[C:20]([OH:25])[CH:19]=2)=[O:15])=[O:6])#[N:2].[CH3:26][N:27]1[CH2:32][CH2:31][N:30]([CH2:33][CH2:34]O)[CH2:29][CH2:28]1.C1(P(C2C=CC=CC=2)C2C=CC=CC=2)C=CC=CC=1.CCOC(/N=N/C(OCC)=O)=O. (3) Given the product [CH:35]1([N:23]2[C:22]3[CH:41]=[CH:42][C:19]([C:17]([OH:16])=[O:18])=[CH:20][C:21]=3[N:25]=[C:24]2[C:26]2[CH:27]=[C:28]3[C:29](=[CH:30][CH:31]=2)[N:32]=[C:11]([C:3]2[CH:4]=[C:5]([N+:8]([O-:10])=[O:9])[CH:6]=[CH:7][C:2]=2[O:48][CH2:46][CH3:47])[CH:12]=[CH:33]3)[CH2:40][CH2:39][CH2:38][CH2:37][CH2:36]1, predict the reactants needed to synthesize it. The reactants are: Br[C:2]1[CH:7]=[CH:6][C:5]([N+:8]([O-:10])=[O:9])=[CH:4][C:3]=1[C:11](=O)[CH3:12].C([O:16][C:17]([C:19]1[CH:42]=[CH:41][C:22]2[N:23]([CH:35]3[CH2:40][CH2:39][CH2:38][CH2:37][CH2:36]3)[C:24]([C:26]3[CH:31]=[CH:30][C:29]([NH2:32])=[C:28]([CH:33]=O)[CH:27]=3)=[N:25][C:21]=2[CH:20]=1)=[O:18])C.[OH-].[K+].Cl.[CH2:46]([OH:48])[CH3:47]. (4) Given the product [F:35][C:29]1[CH:28]=[C:27]([CH:32]=[CH:31][C:30]=1[O:33][CH3:34])[CH2:26][N:5]1[C:4]2[CH:3]=[C:2]([C:39]3[CH:40]=[CH:41][CH:42]=[CH:43][C:38]=3[O:37][CH3:36])[S:10][C:9]=2[C:8](=[O:11])[N:7]([CH:12]2[CH2:17][CH2:16][N:15]([C:18]([O:20][C:21]([CH3:22])([CH3:23])[CH3:24])=[O:19])[CH2:14][CH2:13]2)[C:6]1=[O:25], predict the reactants needed to synthesize it. The reactants are: Br[C:2]1[S:10][C:9]2[C:8](=[O:11])[N:7]([CH:12]3[CH2:17][CH2:16][N:15]([C:18]([O:20][C:21]([CH3:24])([CH3:23])[CH3:22])=[O:19])[CH2:14][CH2:13]3)[C:6](=[O:25])[N:5]([CH2:26][C:27]3[CH:32]=[CH:31][C:30]([O:33][CH3:34])=[C:29]([F:35])[CH:28]=3)[C:4]=2[CH:3]=1.[CH3:36][O:37][C:38]1[CH:43]=[CH:42][CH:41]=[CH:40][C:39]=1B(O)O.C(=O)([O-])[O-].[Cs+].[Cs+]. (5) Given the product [CH3:1][C:2]1([CH3:9])[N:6]([C:22]([C:12]2[C:21]3[C:16](=[CH:17][CH:18]=[CH:19][CH:20]=3)[CH:15]=[CH:14][CH:13]=2)=[O:23])[C:5](=[O:7])[N:4]([C:29]([C:30]2[C:21]3[C:16](=[CH:15][CH:14]=[CH:13][CH:12]=3)[CH:17]=[CH:18][CH:19]=2)=[O:28])[C:3]1=[O:8], predict the reactants needed to synthesize it. The reactants are: [CH3:1][C:2]1([CH3:9])[NH:6][C:5](=[O:7])[NH:4][C:3]1=[O:8].[H-].[Na+].[C:12]1([C:22](Cl)=[O:23])[C:21]2[C:16](=[CH:17][CH:18]=[CH:19][CH:20]=2)[CH:15]=[CH:14][CH:13]=1.C([O:28][CH2:29][CH3:30])(=O)C. (6) Given the product [Cl:1][C:2]1[N:7]=[C:6]([NH:8][C@H:9]2[CH2:16][CH2:15][CH2:14][C@@:11]([CH2:12][S:19][CH3:18])([OH:13])[CH2:10]2)[C:5]([F:17])=[CH:4][N:3]=1, predict the reactants needed to synthesize it. The reactants are: [Cl:1][C:2]1[N:7]=[C:6]([NH:8][C@H:9]2[CH2:16][CH2:15][CH2:14][C@@:11]3([O:13][CH2:12]3)[CH2:10]2)[C:5]([F:17])=[CH:4][N:3]=1.[CH3:18][S:19][Na]. (7) Given the product [C:31]([O:35][C:36]([N:21]1[C:22]2[C:27](=[CH:26][CH:25]=[C:24]([Cl:28])[CH:23]=2)/[C:19](=[CH:18]/[C:12]2[CH:13]=[C:14]([Br:17])[CH:15]=[CH:16][C:11]=2[O:10][C:7]2[CH:8]=[CH:9][C:4]([C:3]([O:2][CH3:1])=[O:30])=[CH:5][CH:6]=2)/[C:20]1=[O:29])=[O:37])([CH3:34])([CH3:33])[CH3:32], predict the reactants needed to synthesize it. The reactants are: [CH3:1][O:2][C:3](=[O:30])[C:4]1[CH:9]=[CH:8][C:7]([O:10][C:11]2[CH:16]=[CH:15][C:14]([Br:17])=[CH:13][C:12]=2/[CH:18]=[C:19]2\[C:20](=[O:29])[NH:21][C:22]3[C:27]\2=[CH:26][CH:25]=[C:24]([Cl:28])[CH:23]=3)=[CH:6][CH:5]=1.[C:31]([O:35][C:36](O[C:36]([O:35][C:31]([CH3:34])([CH3:33])[CH3:32])=[O:37])=[O:37])([CH3:34])([CH3:33])[CH3:32].